From a dataset of Forward reaction prediction with 1.9M reactions from USPTO patents (1976-2016). Predict the product of the given reaction. (1) Given the reactants BrCCBr.[CH2:5](I)[C:6]([CH3:9])([CH3:8])[CH3:7].[F:11][C:12]1[CH:17]=[CH:16][CH:15]=[CH:14][C:13]=1[N:18]1[C:22]2=[N:23][C:24]([O:28][CH2:29][C:30]3[N:31]([CH3:35])[N:32]=[CH:33][N:34]=3)=[C:25](Br)[CH:26]=[C:21]2[N:20]=[N:19]1.O1C=CC=C1P(C1OC=CC=1)C1OC=CC=1.C(O)(=O)CC(CC(O)=O)(C(O)=O)O, predict the reaction product. The product is: [F:11][C:12]1[CH:17]=[CH:16][CH:15]=[CH:14][C:13]=1[N:18]1[C:22]2=[N:23][C:24]([O:28][CH2:29][C:30]3[N:31]([CH3:35])[N:32]=[CH:33][N:34]=3)=[C:25]([CH2:5][C:6]([CH3:9])([CH3:8])[CH3:7])[CH:26]=[C:21]2[N:20]=[N:19]1. (2) Given the reactants [CH3:1][N:2]1[C:10]2[C:9]3=[C:11]([O:17][C:18]4[CH:23]=[CH:22][C:21]5[O:24][CH2:25][O:26][C:20]=5[CH:19]=4)[S:12][C:13]([C:14]([NH2:16])=O)=[C:8]3[CH2:7][CH2:6][C:5]=2[CH:4]=[N:3]1, predict the reaction product. The product is: [C:14]([C:13]1[S:12][C:11]([O:17][C:18]2[CH:23]=[CH:22][C:21]3[O:24][CH2:25][O:26][C:20]=3[CH:19]=2)=[C:9]2[C:10]3[N:2]([CH3:1])[N:3]=[CH:4][C:5]=3[CH2:6][CH2:7][C:8]=12)#[N:16]. (3) Given the reactants C[O:2][C:3](=[O:24])[C:4]1[CH:9]=[C:8]([C:10]2[S:11][CH:12]=[C:13]([C:15]3[CH:20]=[CH:19][C:18]([Cl:21])=[C:17]([Cl:22])[CH:16]=3)[N:14]=2)[CH:7]=[CH:6][C:5]=1Br.[Cl:25][C:26]1[CH:31]=[C:30]([O:32][CH2:33][CH3:34])[CH:29]=[CH:28][C:27]=1B(O)O, predict the reaction product. The product is: [Cl:25][C:26]1[CH:31]=[C:30]([O:32][CH2:33][CH3:34])[CH:29]=[CH:28][C:27]=1[C:5]1[C:4]([C:3]([OH:2])=[O:24])=[CH:9][C:8]([C:10]2[S:11][CH:12]=[C:13]([C:15]3[CH:20]=[CH:19][C:18]([Cl:21])=[C:17]([Cl:22])[CH:16]=3)[N:14]=2)=[CH:7][CH:6]=1. (4) Given the reactants [C:1]1(=[CH:9][C:10](OCC)=[O:11])[CH2:8][CH2:7][CH2:6][CH2:5][CH2:4][CH2:3][CH2:2]1, predict the reaction product. The product is: [CH:1]1([CH2:9][CH2:10][OH:11])[CH2:8][CH2:7][CH2:6][CH2:5][CH2:4][CH2:3][CH2:2]1. (5) The product is: [OH:8][C:9]1[C:10](=[O:24])[NH:11][C:12](=[O:23])[N:13]([CH2:15][CH2:16][C:17]2[CH:22]=[CH:21][CH:20]=[CH:19][CH:18]=2)[N:14]=1. Given the reactants C([O:8][C:9]1[C:10](=[O:24])[NH:11][C:12](=[O:23])[N:13]([CH2:15][CH2:16][C:17]2[CH:22]=[CH:21][CH:20]=[CH:19][CH:18]=2)[N:14]=1)C1C=CC=CC=1, predict the reaction product. (6) Given the reactants [F:1][C:2]1[CH:10]=[C:9]2[C:5]([C:6](B3OC(C)(C)C(C)(C)O3)=[CH:7][N:8]2[C:11]([O-:13])=[O:12])=[CH:4][CH:3]=1.Br[C:24]1[CH:25]=[C:26]2[O:32][C:31](=[O:33])[NH:30][C:27]2=[N:28][CH:29]=1.C([O-])([O-])=O.[K+].[K+], predict the reaction product. The product is: [F:1][C:2]1[CH:10]=[C:9]2[C:5]([C:6]([C:24]3[CH:25]=[C:26]4[O:32][C:31](=[O:33])[NH:30][C:27]4=[N:28][CH:29]=3)=[CH:7][N:8]2[C:11]([O:13][C:5]([CH3:9])([CH3:6])[CH3:4])=[O:12])=[CH:4][CH:3]=1. (7) Given the reactants [NH2:1][CH:2]1[CH2:6][N:5]([C:7]2[CH:8]=[CH:9][C:10]3[O:15][CH2:14][C:13](=[O:16])[NH:12][C:11]=3[CH:17]=2)[C:4](=[O:18])[CH2:3]1.[CH3:19][O:20][C:21]1[CH:30]=[C:29]2[C:24]([N:25]=[CH:26][C:27](=[O:35])[N:28]2[CH2:31][CH2:32][CH:33]=O)=[CH:23][CH:22]=1.S([O-])([O-])(=O)=O.[Na+].[Na+].C(O[BH-](OC(=O)C)OC(=O)C)(=O)C.[Na+].C(=O)([O-])O.[Na+], predict the reaction product. The product is: [CH3:19][O:20][C:21]1[CH:30]=[C:29]2[C:24]([N:25]=[CH:26][C:27](=[O:35])[N:28]2[CH2:31][CH2:32][CH2:33][NH:1][CH:2]2[CH2:6][N:5]([C:7]3[CH:8]=[CH:9][C:10]4[O:15][CH2:14][C:13](=[O:16])[NH:12][C:11]=4[CH:17]=3)[C:4](=[O:18])[CH2:3]2)=[CH:23][CH:22]=1.